Dataset: Forward reaction prediction with 1.9M reactions from USPTO patents (1976-2016). Task: Predict the product of the given reaction. (1) Given the reactants [NH2:1][C:2]1[N:3]=[C:4](Cl)[C:5]([C:8]2[CH:15]=[CH:14][C:11]([C:12]#[N:13])=[CH:10][CH:9]=2)=[N:6][CH:7]=1.[CH3:17][C:18]1[CH:23]=[CH:22][C:21](B(O)O)=[CH:20][CH:19]=1.C(=O)([O-])[O-].[Na+].[Na+].ClCCl, predict the reaction product. The product is: [NH2:1][C:2]1[N:3]=[C:4]([C:21]2[CH:22]=[CH:23][C:18]([CH3:17])=[CH:19][CH:20]=2)[C:5]([C:8]2[CH:15]=[CH:14][C:11]([C:12]#[N:13])=[CH:10][CH:9]=2)=[N:6][CH:7]=1. (2) Given the reactants [NH2:1][C:2]1[CH:32]=[CH:31][C:5]2[N:6]=[C:7]([O:9][C:10]3[CH:15]=[CH:14][C:13]([NH:16][S:17]([C:20]4[CH:25]=[CH:24][C:23]([C:26]([F:29])([F:28])[F:27])=[CH:22][C:21]=4[Cl:30])(=[O:19])=[O:18])=[CH:12][CH:11]=3)[S:8][C:4]=2[CH:3]=1.[CH3:33][S:34](Cl)(=[O:36])=[O:35], predict the reaction product. The product is: [Cl:30][C:21]1[CH:22]=[C:23]([C:26]([F:27])([F:28])[F:29])[CH:24]=[CH:25][C:20]=1[S:17]([NH:16][C:13]1[CH:14]=[CH:15][C:10]([O:9][C:7]2[S:8][C:4]3[CH:3]=[C:2]([NH:1][S:34]([CH3:33])(=[O:36])=[O:35])[CH:32]=[CH:31][C:5]=3[N:6]=2)=[CH:11][CH:12]=1)(=[O:18])=[O:19].